This data is from Reaction yield outcomes from USPTO patents with 853,638 reactions. The task is: Predict the reaction yield, written as a fraction of the theoretical maximum amount of product (1.0 means a 100% yield; for example, 0.34 means a 34% yield). (1) The reactants are [C:1]([C:4]1[CH:5]=[C:6]2[C:11](=[CH:12][C:13]=1[O:14][CH3:15])[N:10]=[CH:9][CH:8]=[C:7]2[O:16][C:17]1[CH:18]=[C:19]2[C:23](=[CH:24][CH:25]=1)[NH:22][CH:21]=[CH:20]2)(=[O:3])[NH2:2].[H-].[Na+].[F:28][C:29]1[CH:34]=[C:33]([F:35])[CH:32]=[CH:31][C:30]=1[NH:36][C:37](=O)[O:38]C1C=CC=CC=1.O. The catalyst is CN(C)C=O.O1CCCC1.C(OCC)(=O)C. The product is [C:1]([C:4]1[CH:5]=[C:6]2[C:11](=[CH:12][C:13]=1[O:14][CH3:15])[N:10]=[CH:9][CH:8]=[C:7]2[O:16][C:17]1[CH:18]=[C:19]2[C:23](=[CH:24][CH:25]=1)[N:22]([C:37](=[O:38])[NH:36][C:30]1[CH:31]=[CH:32][C:33]([F:35])=[CH:34][C:29]=1[F:28])[CH:21]=[CH:20]2)(=[O:3])[NH2:2]. The yield is 0.573. (2) The reactants are [CH3:1][O:2][C:3]([C@H:5]1[CH2:10][CH2:9][C@H:8]([C:11]2[CH:15]=[C:14]([CH3:16])[O:13][N:12]=2)[CH2:7][CH2:6]1)=[O:4].[Cl:17]N1C(=O)CCC1=O. The catalyst is CN(C)C=O. The product is [CH3:1][O:2][C:3]([C@H:5]1[CH2:6][CH2:7][C@H:8]([C:11]2[C:15]([Cl:17])=[C:14]([CH3:16])[O:13][N:12]=2)[CH2:9][CH2:10]1)=[O:4]. The yield is 0.950.